Dataset: Catalyst prediction with 721,799 reactions and 888 catalyst types from USPTO. Task: Predict which catalyst facilitates the given reaction. (1) Reactant: [H-].[Al+3].[Li+].[H-].[H-].[H-].C(OCC)C.[F:12][C:13]1[CH:18]=[C:17]([CH:19]=[CH:20][N+:21]([O-])=O)[CH:16]=[CH:15][C:14]=1[O:24][CH3:25]. Product: [F:12][C:13]1[CH:18]=[C:17]([CH2:19][CH2:20][NH2:21])[CH:16]=[CH:15][C:14]=1[O:24][CH3:25]. The catalyst class is: 13. (2) Reactant: [CH2:1]([O:8][C:9]1[CH:14]=[CH:13][C:12]([CH:15]([C:17]2[C:22]([CH3:23])=[CH:21][C:20]([O:24][Si:25]([CH:32]([CH3:34])[CH3:33])([CH:29]([CH3:31])[CH3:30])[CH:26]([CH3:28])[CH3:27])=[CH:19][C:18]=2[CH3:35])O)=[CH:11][C:10]=1[S:36]([C:39]1[CH:44]=[CH:43][C:42]([F:45])=[CH:41][CH:40]=1)(=[O:38])=[O:37])[C:2]1[CH:7]=[CH:6][CH:5]=[CH:4][CH:3]=1.C([SiH](CC)CC)C.FC(F)(F)S(O[Si](C)(C)C)(=O)=O.[Cl-].[NH4+]. Product: [CH2:1]([O:8][C:9]1[CH:14]=[CH:13][C:12]([CH2:15][C:17]2[C:22]([CH3:23])=[CH:21][C:20]([O:24][Si:25]([CH:26]([CH3:28])[CH3:27])([CH:32]([CH3:34])[CH3:33])[CH:29]([CH3:30])[CH3:31])=[CH:19][C:18]=2[CH3:35])=[CH:11][C:10]=1[S:36]([C:39]1[CH:44]=[CH:43][C:42]([F:45])=[CH:41][CH:40]=1)(=[O:37])=[O:38])[C:2]1[CH:3]=[CH:4][CH:5]=[CH:6][CH:7]=1. The catalyst class is: 7. (3) Reactant: [Cl:1][C:2]1[CH:3]=[N:4][CH:5]=[C:6]([C:8]#[C:9][Si](C)(C)C)[CH:7]=1.C(=O)([O-])[O-].[K+].[K+]. Product: [Cl:1][C:2]1[CH:3]=[N:4][CH:5]=[C:6]([C:8]#[CH:9])[CH:7]=1. The catalyst class is: 5. (4) Reactant: [Br:1][C:2]1[CH:3]=[C:4]([NH:10][CH:11]=[C:12]([C:18]([O:20]CC)=O)[C:13]([O:15][CH2:16][CH3:17])=[O:14])[CH:5]=[CH:6][C:7]=1[O:8][CH3:9]. Product: [Br:1][C:2]1[CH:3]=[C:4]2[C:5]([C:18](=[O:20])[C:12]([C:13]([O:15][CH2:16][CH3:17])=[O:14])=[CH:11][NH:10]2)=[CH:6][C:7]=1[O:8][CH3:9]. The catalyst class is: 400. (5) Reactant: [C:1]([O:4][C:5]1[CH:10]=[CH:9][C:8]([CH2:11][CH2:12]OS(C2C=CC(C)=CC=2)(=O)=O)=[CH:7][C:6]=1[O:24][CH3:25])(=[O:3])[CH3:2].C(OC1C=CC(CCO)=CC=1OC)(=O)C.[I-:41].[Na+]. Product: [C:1]([O:4][C:5]1[CH:10]=[CH:9][C:8]([CH2:11][CH2:12][I:41])=[CH:7][C:6]=1[O:24][CH3:25])(=[O:3])[CH3:2]. The catalyst class is: 21. (6) Product: [Cl:1][C:2]1[N:6]2[CH2:7][CH2:8][N:9]([C:23]([O:25][C:26]([CH3:29])([CH3:28])[CH3:27])=[O:24])[CH2:10][C:5]2=[C:4]([C:11]([O:13][CH2:14][CH3:15])=[O:12])[C:3]=1[C:16]1[CH:21]=[CH:20][CH:19]=[C:18]([F:22])[CH:17]=1. Reactant: [Cl:1][C:2]1[N:6]2[CH2:7][CH2:8][NH:9][CH2:10][C:5]2=[C:4]([C:11]([O:13][CH2:14][CH3:15])=[O:12])[C:3]=1[C:16]1[CH:21]=[CH:20][CH:19]=[C:18]([F:22])[CH:17]=1.[C:23](O[C:23]([O:25][C:26]([CH3:29])([CH3:28])[CH3:27])=[O:24])([O:25][C:26]([CH3:29])([CH3:28])[CH3:27])=[O:24]. The catalyst class is: 4. (7) Reactant: [Li+].[Cl-].[Li+].CC([N-]C(C)C)C.[F:11][C:12]1[CH:17]=[CH:16][CH:15]=[C:14]([I:18])[C:13]=1[CH2:19][C:20]([N:22]([C@H:24]([CH3:33])[C@H:25]([OH:32])[C:26]1[CH:31]=[CH:30][CH:29]=[CH:28][CH:27]=1)[CH3:23])=[O:21].C1C=CC(S(N(S(C2C=CC=CC=2)(=O)=O)[F:44])(=O)=O)=CC=1. Product: [F:44][C@H:19]([C:13]1[C:14]([I:18])=[CH:15][CH:16]=[CH:17][C:12]=1[F:11])[C:20]([N:22]([C@H:24]([CH3:33])[C@H:25]([OH:32])[C:26]1[CH:31]=[CH:30][CH:29]=[CH:28][CH:27]=1)[CH3:23])=[O:21]. The catalyst class is: 1. (8) Reactant: Cl.N1C=CC=NC1=O.C(=O)([O-])[O-].[K+].[K+].BrCCCCC[N:21]1[C:30]2[C:25]([C:26](=[O:32])[NH:27][C:28](=[O:31])[N:29]=2)=[N:24][C:23]2[CH:33]=[C:34](C)[C:35](C)=[CH:36][C:22]1=2. Product: [N:29]1[C:28](=[O:31])[NH:27][C:26](=[O:32])[C:25]2[C:30]=1[NH:21][C:22]1[CH:36]=[CH:35][CH:34]=[CH:33][C:23]=1[N:24]=2. The catalyst class is: 3. (9) Reactant: [CH2:1]([O:8][C:9]1[CH:14]=[CH:13][C:12]([F:15])=[CH:11][C:10]=1[Cl:16])[C:2]1[CH:7]=[CH:6][CH:5]=[CH:4][CH:3]=1.C([Li])CCC.CN(C)[CH:24]=[O:25]. Product: [CH2:1]([O:8][C:9]1[C:10]([Cl:16])=[C:11]([C:12]([F:15])=[CH:13][CH:14]=1)[CH:24]=[O:25])[C:2]1[CH:3]=[CH:4][CH:5]=[CH:6][CH:7]=1. The catalyst class is: 188. (10) Reactant: FC(F)(F)S([O:6][S:7]([C:10]([F:13])([F:12])[F:11])(=[O:9])=[O:8])(=O)=O.Cl.Cl.O[C:19]1[N:20]=[C:21]2[C:26](=[CH:27][CH:28]=1)[N:25]=[CH:24][CH:23]=[C:22]2[C:29]1[CH:30]=[C:31]([S:35]([NH2:38])(=[O:37])=[O:36])[CH:32]=[CH:33][CH:34]=1. Product: [F:13][C:10]([F:11])([F:12])[S:7]([O:6][C:19]1[CH:28]=[CH:27][C:26]2[C:21](=[C:22]([C:29]3[CH:34]=[CH:33][CH:32]=[C:31]([S:35]([NH2:38])(=[O:36])=[O:37])[CH:30]=3)[CH:23]=[CH:24][N:25]=2)[N:20]=1)(=[O:8])=[O:9]. The catalyst class is: 17.